Dataset: Catalyst prediction with 721,799 reactions and 888 catalyst types from USPTO. Task: Predict which catalyst facilitates the given reaction. (1) Reactant: [CH2:1]([O:3][C:4](=[O:23])[C:5]1[CH:10]=[CH:9][C:8]([NH:11][C:12]2[CH:17]=[CH:16][CH:15]=[C:14]([CH2:18][OH:19])[CH:13]=2)=[C:7]([N+:20]([O-])=O)[CH:6]=1)[CH3:2]. Product: [CH2:1]([O:3][C:4](=[O:23])[C:5]1[CH:10]=[CH:9][C:8]([NH:11][C:12]2[CH:17]=[CH:16][CH:15]=[C:14]([CH2:18][OH:19])[CH:13]=2)=[C:7]([NH2:20])[CH:6]=1)[CH3:2]. The catalyst class is: 19. (2) Reactant: [Br:1][C:2]1[CH:7]=[CH:6][C:5]([CH2:8][CH2:9][NH2:10])=[CH:4][CH:3]=1.C(N(CC)CC)C.[F:18][C:19]([F:30])([F:29])[C:20](O[C:20](=[O:21])[C:19]([F:30])([F:29])[F:18])=[O:21]. Product: [Br:1][C:2]1[CH:7]=[CH:6][C:5]([CH2:8][CH2:9][NH:10][C:20](=[O:21])[C:19]([F:30])([F:29])[F:18])=[CH:4][CH:3]=1. The catalyst class is: 4. (3) Reactant: [CH3:1][N:2]1[CH2:15][CH2:14][C:13]2[C:12]3[CH:11]=[C:10]([CH3:16])[CH:9]=[CH:8][C:7]=3[NH:6][C:5]=2[CH2:4][CH2:3]1.N1CCC[C@H]1C(O)=O.[O-]P([O-])([O-])=O.[K+].[K+].[K+].Br[CH:34]=[C:35]([C:37]1[CH:38]=[N:39][CH:40]=[CH:41][CH:42]=1)[CH3:36]. Product: [CH3:1][N:2]1[CH2:15][CH2:14][C:13]2[C:12]3[CH:11]=[C:10]([CH3:16])[CH:9]=[CH:8][C:7]=3[N:6](/[CH:34]=[C:35](/[C:37]3[CH:38]=[N:39][CH:40]=[CH:41][CH:42]=3)\[CH3:36])[C:5]=2[CH2:4][CH2:3]1. The catalyst class is: 122.